This data is from Peptide-MHC class I binding affinity with 185,985 pairs from IEDB/IMGT. The task is: Regression. Given a peptide amino acid sequence and an MHC pseudo amino acid sequence, predict their binding affinity value. This is MHC class I binding data. (1) The peptide sequence is FLQRTDLSY. The MHC is HLA-A24:03 with pseudo-sequence HLA-A24:03. The binding affinity (normalized) is 0.213. (2) The peptide sequence is NLKLYGAEF. The MHC is HLA-A01:01 with pseudo-sequence HLA-A01:01. The binding affinity (normalized) is 0.0847.